Dataset: Peptide-MHC class I binding affinity with 185,985 pairs from IEDB/IMGT. Task: Regression. Given a peptide amino acid sequence and an MHC pseudo amino acid sequence, predict their binding affinity value. This is MHC class I binding data. (1) The peptide sequence is FEEHLAPFMS. The MHC is HLA-B44:03 with pseudo-sequence HLA-B44:03. The binding affinity (normalized) is 0. (2) The peptide sequence is FLSFASLFL. The MHC is HLA-B15:01 with pseudo-sequence HLA-B15:01. The binding affinity (normalized) is 0.906. (3) The peptide sequence is KKNHWFILK. The MHC is HLA-B46:01 with pseudo-sequence HLA-B46:01. The binding affinity (normalized) is 0.0847. (4) The peptide sequence is RGYVWTNGY. The MHC is HLA-A02:12 with pseudo-sequence HLA-A02:12. The binding affinity (normalized) is 0.0847.